Predict the product of the given reaction. From a dataset of Forward reaction prediction with 1.9M reactions from USPTO patents (1976-2016). (1) Given the reactants Br[C:2]1[C:3]([NH2:9])=[N:4][C:5]([Cl:8])=[CH:6][N:7]=1.[F:10][C:11]1[C:12](B(O)O)=[CH:13][C:14]([O:17][CH3:18])=[N:15][CH:16]=1.C([O-])([O-])=O.[Cs+].[Cs+], predict the reaction product. The product is: [Cl:8][C:5]1[N:4]=[C:3]([NH2:9])[C:2]([C:12]2[C:11]([F:10])=[CH:16][N:15]=[C:14]([O:17][CH3:18])[CH:13]=2)=[N:7][CH:6]=1. (2) Given the reactants [C:1]([O:5][C:6]([N:8]1[CH2:13][CH2:12][CH:11]([C:14]([NH:16][NH2:17])=[O:15])[CH2:10][CH2:9]1)=[O:7])([CH3:4])([CH3:3])[CH3:2].CN1CCOCC1.[Cl:25][CH2:26][C:27](Cl)=[O:28], predict the reaction product. The product is: [C:1]([O:5][C:6]([N:8]1[CH2:13][CH2:12][CH:11]([C:14]([NH:16][NH:17][C:27](=[O:28])[CH2:26][Cl:25])=[O:15])[CH2:10][CH2:9]1)=[O:7])([CH3:4])([CH3:2])[CH3:3].